Task: Predict the reactants needed to synthesize the given product.. Dataset: Full USPTO retrosynthesis dataset with 1.9M reactions from patents (1976-2016) (1) Given the product [CH3:40][O:41][CH2:42][CH2:43][O:1][C:2]1[CH:3]=[CH:4][C:5](/[C:8](/[CH2:38][CH3:39])=[C:9](\[C:25]2[CH:26]=[CH:27][C:28](/[CH:31]=[CH:32]/[C:33]([O:35][CH2:36][CH3:37])=[O:34])=[CH:29][CH:30]=2)/[C:10]2[CH:11]=[C:12]3[C:16](=[CH:17][CH:18]=2)[N:15]([CH:19]2[CH2:24][CH2:23][CH2:22][CH2:21][O:20]2)[N:14]=[CH:13]3)=[CH:6][CH:7]=1, predict the reactants needed to synthesize it. The reactants are: [OH:1][C:2]1[CH:7]=[CH:6][C:5](/[C:8](/[CH2:38][CH3:39])=[C:9](\[C:25]2[CH:30]=[CH:29][C:28](/[CH:31]=[CH:32]/[C:33]([O:35][CH2:36][CH3:37])=[O:34])=[CH:27][CH:26]=2)/[C:10]2[CH:11]=[C:12]3[C:16](=[CH:17][CH:18]=2)[N:15]([CH:19]2[CH2:24][CH2:23][CH2:22][CH2:21][O:20]2)[N:14]=[CH:13]3)=[CH:4][CH:3]=1.[CH3:40][O:41][CH2:42][CH2:43]O.C1(P(C2C=CC=CC=2)C2C=CC=CC=2)C=CC=CC=1. (2) Given the product [CH2:1]([O:3][C:4]([N:6]1[C:14]2[C:9](=[CH:10][C:11]([Br:15])=[CH:12][CH:13]=2)[C:8]([O:16][CH3:17])=[N:7]1)=[O:5])[CH3:2], predict the reactants needed to synthesize it. The reactants are: [CH2:1]([O:3][C:4]([N:6]1[C:14]2[C:9](=[CH:10][C:11]([Br:15])=[CH:12][CH:13]=2)[C:8]([OH:16])=[N:7]1)=[O:5])[CH3:2].[CH2:17](OC(N1C2C(=C(Br)C=CC=2)C(OC)=N1)=O)C. (3) Given the product [Br:17][C:9]1[CH:8]=[C:7]2[C:12](=[CH:11][C:10]=1[S:13]([N:18]1[CH2:22][CH2:21][CH2:20][CH2:19]1)(=[O:15])=[O:14])[N:4]([C:1](=[O:3])[CH3:2])[CH2:5][CH2:6]2, predict the reactants needed to synthesize it. The reactants are: [C:1]([N:4]1[C:12]2[C:7](=[CH:8][C:9]([Br:17])=[C:10]([S:13](Cl)(=[O:15])=[O:14])[CH:11]=2)[CH2:6][CH2:5]1)(=[O:3])[CH3:2].[NH:18]1[CH2:22][CH2:21][CH2:20][CH2:19]1. (4) Given the product [N:18]1[CH:19]=[CH:20][CH:21]=[C:16]([N:1]2[C:5]3=[N:6][CH:7]=[CH:8][CH:9]=[C:4]3[CH:3]=[C:2]2[C:10]([O:12][CH2:13][CH3:14])=[O:11])[CH:17]=1, predict the reactants needed to synthesize it. The reactants are: [NH:1]1[C:5]2=[N:6][CH:7]=[CH:8][CH:9]=[C:4]2[CH:3]=[C:2]1[C:10]([O:12][CH2:13][CH3:14])=[O:11].I[C:16]1[CH:17]=[N:18][CH:19]=[CH:20][CH:21]=1. (5) Given the product [OH:19][C:9]12[CH2:11][CH:5]3[CH2:6][CH:7]([CH2:12][C:3]([C:13](=[O:17])[C:14]([OH:16])=[O:15])([CH2:4]3)[CH2:10]1)[CH2:8]2, predict the reactants needed to synthesize it. The reactants are: [OH-].[Na+].[C:3]12([C:13](=[O:17])[C:14]([OH:16])=[O:15])[CH2:12][CH:7]3[CH2:8][CH:9]([CH2:11][CH:5]([CH2:6]3)[CH2:4]1)[CH2:10]2.[Mn]([O-])(=O)(=O)=[O:19].[K+]. (6) Given the product [Cl:34][C:21]1[N:16]2[N:15]=[C:14]([C:22]3[N:23]=[C:24]([CH3:27])[S:25][CH:26]=3)[C:13]([C:11]3[CH:10]=[CH:9][N:8]=[C:7]([NH:6][CH:1]4[CH2:2][CH2:3][CH2:4][CH2:5]4)[CH:12]=3)=[C:17]2[CH:18]=[CH:19][CH:20]=1, predict the reactants needed to synthesize it. The reactants are: [CH:1]1([NH:6][C:7]2[CH:12]=[C:11]([C:13]3[C:14]([C:22]4[N:23]=[C:24]([CH3:27])[S:25][CH:26]=4)=[N:15][N:16]4[CH:21]=[CH:20][CH:19]=[CH:18][C:17]=34)[CH:10]=[CH:9][N:8]=2)[CH2:5][CH2:4][CH2:3][CH2:2]1.C([Li])CCC.C(Cl)(Cl)(Cl)[Cl:34].